Regression. Given a peptide amino acid sequence and an MHC pseudo amino acid sequence, predict their binding affinity value. This is MHC class I binding data. From a dataset of Peptide-MHC class I binding affinity with 185,985 pairs from IEDB/IMGT. (1) The peptide sequence is LQIRGRERF. The MHC is HLA-B15:17 with pseudo-sequence HLA-B15:17. The binding affinity (normalized) is 0.0847. (2) The MHC is HLA-A02:03 with pseudo-sequence HLA-A02:03. The peptide sequence is GLCNYGGILI. The binding affinity (normalized) is 0.254. (3) The peptide sequence is AISDYDYYRY. The MHC is HLA-A30:02 with pseudo-sequence HLA-A30:02. The binding affinity (normalized) is 0.623. (4) The peptide sequence is SQIMYNYPA. The MHC is HLA-A02:01 with pseudo-sequence HLA-A02:01. The binding affinity (normalized) is 0.446. (5) The peptide sequence is KSFEIDKGIY. The MHC is HLA-A23:01 with pseudo-sequence HLA-A23:01. The binding affinity (normalized) is 0.